From a dataset of NCI-60 drug combinations with 297,098 pairs across 59 cell lines. Regression. Given two drug SMILES strings and cell line genomic features, predict the synergy score measuring deviation from expected non-interaction effect. (1) Drug 1: C1=CC(=CC=C1CCC2=CNC3=C2C(=O)NC(=N3)N)C(=O)NC(CCC(=O)O)C(=O)O. Drug 2: COC1=NC(=NC2=C1N=CN2C3C(C(C(O3)CO)O)O)N. Cell line: HCT116. Synergy scores: CSS=43.3, Synergy_ZIP=3.68, Synergy_Bliss=1.16, Synergy_Loewe=-28.7, Synergy_HSA=0.263. (2) Drug 1: CC1=C(C=C(C=C1)C(=O)NC2=CC(=CC(=C2)C(F)(F)F)N3C=C(N=C3)C)NC4=NC=CC(=N4)C5=CN=CC=C5. Drug 2: CCC1(CC2CC(C3=C(CCN(C2)C1)C4=CC=CC=C4N3)(C5=C(C=C6C(=C5)C78CCN9C7C(C=CC9)(C(C(C8N6C)(C(=O)OC)O)OC(=O)C)CC)OC)C(=O)OC)O.OS(=O)(=O)O. Cell line: SF-295. Synergy scores: CSS=4.20, Synergy_ZIP=0.0146, Synergy_Bliss=1.88, Synergy_Loewe=-4.71, Synergy_HSA=0.0990. (3) Drug 1: CC1=C(C(=O)C2=C(C1=O)N3CC4C(C3(C2COC(=O)N)OC)N4)N. Drug 2: CC(C)CN1C=NC2=C1C3=CC=CC=C3N=C2N. Cell line: UACC62. Synergy scores: CSS=41.8, Synergy_ZIP=2.66, Synergy_Bliss=-0.0490, Synergy_Loewe=-9.57, Synergy_HSA=-4.64. (4) Drug 1: CC(CN1CC(=O)NC(=O)C1)N2CC(=O)NC(=O)C2. Drug 2: CC1=C2C(C(=O)C3(C(CC4C(C3C(C(C2(C)C)(CC1OC(=O)C(C(C5=CC=CC=C5)NC(=O)OC(C)(C)C)O)O)OC(=O)C6=CC=CC=C6)(CO4)OC(=O)C)O)C)O. Cell line: U251. Synergy scores: CSS=48.8, Synergy_ZIP=-11.1, Synergy_Bliss=-10.6, Synergy_Loewe=-8.85, Synergy_HSA=-6.17. (5) Drug 1: CCCCC(=O)OCC(=O)C1(CC(C2=C(C1)C(=C3C(=C2O)C(=O)C4=C(C3=O)C=CC=C4OC)O)OC5CC(C(C(O5)C)O)NC(=O)C(F)(F)F)O. Drug 2: CC1C(C(CC(O1)OC2CC(CC3=C2C(=C4C(=C3O)C(=O)C5=C(C4=O)C(=CC=C5)OC)O)(C(=O)CO)O)N)O.Cl. Cell line: U251. Synergy scores: CSS=41.1, Synergy_ZIP=-0.995, Synergy_Bliss=-2.62, Synergy_Loewe=-3.78, Synergy_HSA=-0.451.